Dataset: Full USPTO retrosynthesis dataset with 1.9M reactions from patents (1976-2016). Task: Predict the reactants needed to synthesize the given product. Given the product [F:33][C:2]([F:32])([F:1])[C:3]1[CH:27]=[C:26]([C:28]([F:30])([F:31])[F:29])[CH:25]=[CH:24][C:4]=1[CH2:5][N:6]1[C:14]2[C:9](=[CH:10][C:11]([CH:15]=[C:16]3[S:20][C:19]([N:34]4[CH2:38][CH2:37][CH2:36][C@@H:35]4[C:39]([OH:41])=[O:40])=[N:18][C:17]3=[O:23])=[CH:12][CH:13]=2)[CH:8]=[N:7]1, predict the reactants needed to synthesize it. The reactants are: [F:1][C:2]([F:33])([F:32])[C:3]1[CH:27]=[C:26]([C:28]([F:31])([F:30])[F:29])[CH:25]=[CH:24][C:4]=1[CH2:5][N:6]1[C:14]2[C:9](=[CH:10][C:11]([CH:15]=[C:16]3[S:20][C:19](SC)=[N:18][C:17]3=[O:23])=[CH:12][CH:13]=2)[CH:8]=[N:7]1.[NH:34]1[CH2:38][CH2:37][CH2:36][C@@H:35]1[C:39]([OH:41])=[O:40].